Dataset: Forward reaction prediction with 1.9M reactions from USPTO patents (1976-2016). Task: Predict the product of the given reaction. (1) Given the reactants [C:1]([O:5][C:6]([N:8]1[CH2:13][CH2:12][C:11](=O)[C:10](=[CH:15]N(C)C)[CH2:9]1)=[O:7])([CH3:4])([CH3:3])[CH3:2].S(O)(O)(=O)=O.[CH3:24][S:25][C:26](=[NH:28])[NH2:27].[CH3:24][S:25][C:26](=[NH:28])[NH2:27].[OH-].[Na+], predict the reaction product. The product is: [C:1]([O:5][C:6]([N:8]1[CH2:13][CH2:12][C:11]2[N:28]=[C:26]([S:25][CH3:24])[N:27]=[CH:15][C:10]=2[CH2:9]1)=[O:7])([CH3:4])([CH3:2])[CH3:3]. (2) The product is: [ClH:30].[CH:1]1([C:6]2[C:16]3[O:15][CH2:14][CH2:13][NH:12][CH2:11][C:10]=3[CH:9]=[CH:8][CH:7]=2)[CH2:2][CH2:3][CH2:4][CH2:5]1. Given the reactants [CH:1]1([C:6]2[C:16]3[O:15][CH2:14][CH2:13][N:12](C(OC(C)(C)C)=O)[CH2:11][C:10]=3[CH:9]=[CH:8][CH:7]=2)[CH2:5][CH2:4][CH2:3][CH2:2]1.C(OCC)(=O)C.[ClH:30], predict the reaction product.